This data is from Peptide-MHC class I binding affinity with 185,985 pairs from IEDB/IMGT. The task is: Regression. Given a peptide amino acid sequence and an MHC pseudo amino acid sequence, predict their binding affinity value. This is MHC class I binding data. (1) The peptide sequence is VSLKKTNDKW. The MHC is Mamu-B17 with pseudo-sequence Mamu-B17. The binding affinity (normalized) is 0.125. (2) The peptide sequence is AARLKRSAT. The binding affinity (normalized) is 0.128. The MHC is HLA-A02:02 with pseudo-sequence HLA-A02:02. (3) The peptide sequence is KVRKNDLDM. The MHC is H-2-Db with pseudo-sequence H-2-Db. The binding affinity (normalized) is 0.401. (4) The peptide sequence is FNKKTFDH. The MHC is H-2-Kb with pseudo-sequence H-2-Kb. The binding affinity (normalized) is 0. (5) The peptide sequence is YLHRDIFDI. The MHC is HLA-A26:01 with pseudo-sequence HLA-A26:01. The binding affinity (normalized) is 0.0847. (6) The peptide sequence is MLNGIMYRL. The MHC is HLA-A02:01 with pseudo-sequence HLA-A02:01. The binding affinity (normalized) is 1.00. (7) The peptide sequence is EDIAMGYVV. The MHC is HLA-B18:01 with pseudo-sequence HLA-B18:01. The binding affinity (normalized) is 0.324. (8) The peptide sequence is SRPLLRLPFR. The MHC is Patr-A0401 with pseudo-sequence Patr-A0401. The binding affinity (normalized) is 0.648.